From a dataset of Forward reaction prediction with 1.9M reactions from USPTO patents (1976-2016). Predict the product of the given reaction. (1) Given the reactants Cl.[CH3:2][O:3][C:4]1[CH:5]=[C:6]2[C:11](=[C:12]3[CH2:16][C:15]([CH3:18])([CH3:17])[O:14][C:13]=13)[C:10]([C:19]1[CH:20]=[C:21]([CH:25]=[CH:26][CH:27]=1)[C:22](Cl)=[O:23])=[N:9][C:8]([CH3:29])([CH3:28])[CH2:7]2.[NH2:30][CH2:31][C:32]1[CH:37]=[CH:36][N:35]=[CH:34][CH:33]=1.C(N(CC)CC)C.C(=O)([O-])O.[Na+], predict the reaction product. The product is: [N:35]1[CH:36]=[CH:37][C:32]([CH2:31][NH:30][C:22](=[O:23])[C:21]2[CH:25]=[CH:26][CH:27]=[C:19]([C:10]3[C:11]4[C:6](=[CH:5][C:4]([O:3][CH3:2])=[C:13]5[O:14][C:15]([CH3:17])([CH3:18])[CH2:16][C:12]5=4)[CH2:7][C:8]([CH3:28])([CH3:29])[N:9]=3)[CH:20]=2)=[CH:33][CH:34]=1. (2) Given the reactants [Si](Cl)([C:4]([CH3:7])([CH3:6])[CH3:5])(C)C.CN([CH:12]=[O:13])C.N1C=CN=[CH:15]1.[CH2:19]1O[C@@H:20]1[CH2:22]O.[C:24]([O:27][CH2:28][CH3:29])(=O)[CH3:25], predict the reaction product. The product is: [C:4]([C:19]1[CH:20]=[CH:22][C:24]([O:27][CH2:28][C@@H:29]2[CH2:12][O:13]2)=[CH:25][CH:15]=1)([CH3:7])([CH3:6])[CH3:5]. (3) Given the reactants [CH3:1][N:2]1[CH:7]=[CH:6][C:5]([C:8]2[CH:13]=[CH:12][C:11]([C@@H:14]([N:16]3[CH2:21][CH2:20][C:19]4([CH2:26][CH2:25][C:24](=[O:27])[CH2:23][CH2:22]4)[O:18][C:17]3=[O:28])[CH3:15])=[CH:10][CH:9]=2)=[CH:4][C:3]1=[O:29].CC(C)[O-].CC(C)[O-].CC(C)[O-].[Al+3], predict the reaction product. The product is: [OH:27][CH:24]1[CH2:23][CH2:22][C:19]2([O:18][C:17](=[O:28])[N:16]([C@H:14]([C:11]3[CH:12]=[CH:13][C:8]([C:5]4[CH:6]=[CH:7][N:2]([CH3:1])[C:3](=[O:29])[CH:4]=4)=[CH:9][CH:10]=3)[CH3:15])[CH2:21][CH2:20]2)[CH2:26][CH2:25]1. (4) Given the reactants [Cl:1][C:2]1[S:3][C:4]([C:7]([OH:9])=O)=[CH:5][N:6]=1.Cl.[CH3:11][NH:12][O:13][CH3:14].Cl.CN(C)CCCN=C=NCC.C1C=CC2N(O)N=NC=2C=1.C(N(C(C)C)CC)(C)C, predict the reaction product. The product is: [Cl:1][C:2]1[S:3][C:4]([C:7]([N:12]([O:13][CH3:14])[CH3:11])=[O:9])=[CH:5][N:6]=1. (5) Given the reactants [Br:1][C:2]1[CH:3]=[C:4]([CH:10]=[C:11](I)[CH:12]=1)[C:5]([NH:7][O:8][CH3:9])=[O:6].N1C2C(=CC=C3C=2N=CC=C3)C=CC=1.[C:28]([O-])([O-])=[O:29].[Cs+].[Cs+], predict the reaction product. The product is: [Br:1][C:2]1[CH:3]=[C:4]([CH:10]=[C:11]([O:29][CH3:28])[CH:12]=1)[C:5]([NH:7][O:8][CH3:9])=[O:6]. (6) The product is: [OH:8][CH2:7][CH:4]1[CH2:5][CH2:6][N:1]([C:11]([O:13][C:14]([CH3:17])([CH3:16])[CH3:15])=[O:12])[CH2:2][CH2:3]1. Given the reactants [N:1]1([C:11]([O:13][C:14]([CH3:17])([CH3:16])[CH3:15])=[O:12])[CH2:6][CH2:5][CH:4]([C:7](OC)=[O:8])[CH2:3][CH2:2]1.[Li+].[BH4-], predict the reaction product. (7) Given the reactants [OH:1][CH2:2][CH:3]1[O:7][C:6](=[O:8])[N:5]([CH:9]([CH3:11])C)[CH2:4]1.[C:12]1([CH2:18]CCN)[CH:17]=[CH:16][CH:15]=[CH:14][CH:13]=1.C(N)(C)C, predict the reaction product. The product is: [OH:1][CH2:2][CH:3]1[O:7][C:6](=[O:8])[N:5]([CH2:9][CH2:11][CH2:18][C:12]2[CH:17]=[CH:16][CH:15]=[CH:14][CH:13]=2)[CH2:4]1. (8) Given the reactants Cl[C:2]1[CH:7]=[CH:6][N:5]=[C:4]2[NH:8][CH:9]=[C:10]([C:11]#[N:12])[C:3]=12.[CH2:13]([C:15]1[CH:16]=[C:17](B(O)O)[CH:18]=[CH:19][CH:20]=1)[CH3:14], predict the reaction product. The product is: [CH2:13]([C:15]1[CH:20]=[C:19]([C:2]2[CH:7]=[CH:6][N:5]=[C:4]3[NH:8][CH:9]=[C:10]([C:11]#[N:12])[C:3]=23)[CH:18]=[CH:17][CH:16]=1)[CH3:14]. (9) The product is: [C:14]([O:18][C:19](=[O:36])[NH:20][CH:21]([C:28]1[CH:33]=[CH:32][C:31]([Cl:34])=[C:30]([Cl:35])[CH:29]=1)[C:22]([C:5]1[CH:4]=[CH:3][C:2]([Br:1])=[CH:7][N:6]=1)=[O:27])([CH3:17])([CH3:15])[CH3:16]. Given the reactants [Br:1][C:2]1[CH:3]=[CH:4][C:5](I)=[N:6][CH:7]=1.C([Mg]Cl)(C)C.[C:14]([O:18][C:19](=[O:36])[NH:20][CH:21]([C:28]1[CH:33]=[CH:32][C:31]([Cl:34])=[C:30]([Cl:35])[CH:29]=1)[C:22](=[O:27])N(OC)C)([CH3:17])([CH3:16])[CH3:15], predict the reaction product. (10) The product is: [C:22]([O:21][C:19]([N:16]1[CH2:17][CH2:18][C:13]([C:5]2[CH:4]=[C:3]([C:1]([OH:33])=[O:2])[C:12]3[C:7]([CH:6]=2)=[CH:8][CH:9]=[CH:10][CH:11]=3)([OH:26])[CH2:14][CH2:15]1)=[O:20])([CH3:23])([CH3:25])[CH3:24]. Given the reactants [CH:1]([C:3]1[C:12]2[C:7](=[CH:8][CH:9]=[CH:10][CH:11]=2)[CH:6]=[C:5]([C:13]2([OH:26])[CH2:18][CH2:17][N:16]([C:19]([O:21][C:22]([CH3:25])([CH3:24])[CH3:23])=[O:20])[CH2:15][CH2:14]2)[CH:4]=1)=[O:2].CC(=CC)C.P([O-])(O)(O)=[O:33].[Na+].Cl([O-])=O.[Na+], predict the reaction product.